This data is from Reaction yield outcomes from USPTO patents with 853,638 reactions. The task is: Predict the reaction yield, written as a fraction of the theoretical maximum amount of product (1.0 means a 100% yield; for example, 0.34 means a 34% yield). The reactants are [NH2:1][C:2]1[CH:23]=[CH:22][C:5]([O:6][C:7]2[CH:8]=[CH:9][C:10]3[N:11]([CH:13]=[C:14]([NH:16][C:17]([CH:19]4[CH2:21][CH2:20]4)=[O:18])[N:15]=3)[CH:12]=2)=[C:4]([F:24])[CH:3]=1.[F:25][C:26]1[CH:31]=[CH:30][C:29]([C:32]2[C:33]([CH3:42])=[CH:34][CH:35]=[C:36]([C:39](O)=[O:40])[N+:37]=2[O-:38])=[CH:28][CH:27]=1.CN(C(ON1N=NC2C=CC=NC1=2)=[N+](C)C)C.F[P-](F)(F)(F)(F)F.C(N(CC)C(C)C)(C)C.C(=O)([O-])O.[Na+]. The catalyst is CN(C)C=O.C(OCC)(=O)C. The product is [CH:19]1([C:17]([NH:16][C:14]2[N:15]=[C:10]3[CH:9]=[CH:8][C:7]([O:6][C:5]4[CH:22]=[CH:23][C:2]([NH:1][C:39]([C:36]5[N+:37]([O-:38])=[C:32]([C:29]6[CH:30]=[CH:31][C:26]([F:25])=[CH:27][CH:28]=6)[C:33]([CH3:42])=[CH:34][CH:35]=5)=[O:40])=[CH:3][C:4]=4[F:24])=[CH:12][N:11]3[CH:13]=2)=[O:18])[CH2:21][CH2:20]1. The yield is 0.470.